From a dataset of NCI-60 drug combinations with 297,098 pairs across 59 cell lines. Regression. Given two drug SMILES strings and cell line genomic features, predict the synergy score measuring deviation from expected non-interaction effect. (1) Drug 1: CC1=C(C=C(C=C1)NC2=NC=CC(=N2)N(C)C3=CC4=NN(C(=C4C=C3)C)C)S(=O)(=O)N.Cl. Drug 2: CC1C(C(=O)NC(C(=O)N2CCCC2C(=O)N(CC(=O)N(C(C(=O)O1)C(C)C)C)C)C(C)C)NC(=O)C3=C4C(=C(C=C3)C)OC5=C(C(=O)C(=C(C5=N4)C(=O)NC6C(OC(=O)C(N(C(=O)CN(C(=O)C7CCCN7C(=O)C(NC6=O)C(C)C)C)C)C(C)C)C)N)C. Cell line: RPMI-8226. Synergy scores: CSS=2.80, Synergy_ZIP=37.1, Synergy_Bliss=36.1, Synergy_Loewe=27.0, Synergy_HSA=28.7. (2) Drug 1: C1=C(C(=O)NC(=O)N1)F. Drug 2: CCCS(=O)(=O)NC1=C(C(=C(C=C1)F)C(=O)C2=CNC3=C2C=C(C=N3)C4=CC=C(C=C4)Cl)F. Cell line: HCC-2998. Synergy scores: CSS=14.1, Synergy_ZIP=-2.19, Synergy_Bliss=-10.0, Synergy_Loewe=-16.0, Synergy_HSA=-15.5. (3) Drug 1: C1=CC(=CC=C1C#N)C(C2=CC=C(C=C2)C#N)N3C=NC=N3. Drug 2: C1CN1P(=S)(N2CC2)N3CC3. Cell line: 786-0. Synergy scores: CSS=11.9, Synergy_ZIP=-2.36, Synergy_Bliss=-1.41, Synergy_Loewe=-3.25, Synergy_HSA=-3.93. (4) Drug 1: CCCS(=O)(=O)NC1=C(C(=C(C=C1)F)C(=O)C2=CNC3=C2C=C(C=N3)C4=CC=C(C=C4)Cl)F. Drug 2: CN(CCCl)CCCl.Cl. Cell line: SNB-19. Synergy scores: CSS=7.65, Synergy_ZIP=-1.12, Synergy_Bliss=3.74, Synergy_Loewe=-10.5, Synergy_HSA=0.693.